From a dataset of Reaction yield outcomes from USPTO patents with 853,638 reactions. Predict the reaction yield, written as a fraction of the theoretical maximum amount of product (1.0 means a 100% yield; for example, 0.34 means a 34% yield). (1) The reactants are Br[C:2]1[C:11]2[C:6](=[CH:7][CH:8]=[C:9]([C:12]([OH:14])=[O:13])[CH:10]=2)[CH:5]=[N:4][CH:3]=1.[Cl:15][C:16]1[CH:21]=[CH:20][C:19](B(O)O)=[CH:18][CH:17]=1.C(=O)([O-])[O-].[Cs+].[Cs+]. The catalyst is O1CCOCC1.O.C1(P([C-]2C=CC=C2)C2C=CC=CC=2)C=CC=CC=1.[C-]1(P(C2C=CC=CC=2)C2C=CC=CC=2)C=CC=C1.[Fe+2].[Pd](Cl)Cl. The product is [Cl:15][C:16]1[CH:21]=[CH:20][C:19]([C:2]2[C:11]3[C:6](=[CH:7][CH:8]=[C:9]([C:12]([OH:14])=[O:13])[CH:10]=3)[CH:5]=[N:4][CH:3]=2)=[CH:18][CH:17]=1. The yield is 0.870. (2) The reactants are [O:1]=[C:2]1[C:11]2[C:6](=[CH:7][CH:8]=[CH:9][CH:10]=2)[N:5]=[C:4]([CH2:12][CH2:13][CH2:14][C:15]([OH:17])=O)[NH:3]1.[Cl:18][C:19]1[CH:20]=[C:21]([CH:30]=[CH:31][CH:32]=1)[O:22][C@H:23]1[CH2:28][CH2:27][C@H:26]([NH2:29])[CH2:25][CH2:24]1. No catalyst specified. The product is [Cl:18][C:19]1[CH:20]=[C:21]([CH:30]=[CH:31][CH:32]=1)[O:22][C@H:23]1[CH2:24][CH2:25][C@H:26]([NH:29][C:15](=[O:17])[CH2:14][CH2:13][CH2:12][C:4]2[NH:3][C:2](=[O:1])[C:11]3[C:6](=[CH:7][CH:8]=[CH:9][CH:10]=3)[N:5]=2)[CH2:27][CH2:28]1. The yield is 0.0400. (3) The reactants are [CH2:1]1COCC1.C([Li])CCC.[C:11]([C:15]1[CH:22]=[CH:21][C:18]([CH:19]=O)=[C:17]([Cl:23])[N:16]=1)([CH3:14])([CH3:13])[CH3:12]. The catalyst is [Br-].C[P+](C1C=CC=CC=1)(C1C=CC=CC=1)C1C=CC=CC=1.CCCCCC. The product is [C:11]([C:15]1[N:16]=[C:17]([Cl:23])[C:18]([CH:19]=[CH2:1])=[CH:21][CH:22]=1)([CH3:14])([CH3:13])[CH3:12]. The yield is 0.710. (4) The reactants are Cl.[CH3:2][N:3]([CH3:10])[CH2:4][CH:5]=[CH:6][C:7](O)=[O:8].C(Cl)(=O)C(Cl)=O.N#N.[NH2:19][C:20]1[N:28]=[CH:27][N:26]=[C:25]2[C:21]=1[N:22]([C:37]1[CH:42]=[CH:41][C:40]([O:43][C:44]3[CH:49]=[CH:48][CH:47]=[CH:46][CH:45]=3)=[CH:39][CH:38]=1)[C:23](=[O:36])[N:24]2[C:29]1[CH:34]=[CH:33][CH:32]=[C:31]([NH2:35])[CH:30]=1. The catalyst is CN(C=O)C.CC#N.C(Cl)Cl. The product is [NH2:19][C:20]1[N:28]=[CH:27][N:26]=[C:25]2[C:21]=1[N:22]([C:37]1[CH:42]=[CH:41][C:40]([O:43][C:44]3[CH:45]=[CH:46][CH:47]=[CH:48][CH:49]=3)=[CH:39][CH:38]=1)[C:23](=[O:36])[N:24]2[C:29]1[CH:30]=[C:31]([NH:35][C:7](=[O:8])/[CH:6]=[CH:5]/[CH2:4][N:3]([CH3:10])[CH3:2])[CH:32]=[CH:33][CH:34]=1. The yield is 0.480. (5) The reactants are [CH2:1]([NH:3][C:4]1[CH:9]=[CH:8][N:7]=[CH:6][C:5]=1[N+:10]([O-])=O)[CH3:2]. The catalyst is C(O)C.[Pd]. The product is [CH2:1]([NH:3][C:4]1[CH:9]=[CH:8][N:7]=[CH:6][C:5]=1[NH2:10])[CH3:2]. The yield is 0.940. (6) The reactants are [F:1][C:2]1[CH:7]=[CH:6][C:5]([S:8](Cl)(=[O:10])=[O:9])=[CH:4][CH:3]=1.Cl.[NH:13]1[CH2:16][CH2:15][CH2:14]1.C(=O)([O-])[O-].[K+].[K+]. The catalyst is O. The product is [F:1][C:2]1[CH:7]=[CH:6][C:5]([S:8]([N:13]2[CH2:16][CH2:15][CH2:14]2)(=[O:10])=[O:9])=[CH:4][CH:3]=1. The yield is 0.820. (7) The reactants are [Cl:1][C:2]1[CH:21]=[C:20]([Cl:22])[CH:19]=[CH:18][C:3]=1[CH2:4][CH:5]1[CH2:9][CH2:8][N:7]([C@H:10]2[CH2:15][CH2:14][C@H:13]([OH:16])[CH2:12][CH2:11]2)[C:6]1=[O:17].C1(P(C2C=CC=CC=2)C2C=CC=CC=2)C=CC=CC=1.N(C(OCC)=O)=NC(OCC)=O.[N+:54]([C:57]1[CH:65]=[CH:64][C:60]([C:61](O)=[O:62])=[CH:59][CH:58]=1)([O-:56])=[O:55]. The catalyst is C1COCC1. The product is [Cl:1][C:2]1[CH:21]=[C:20]([Cl:22])[CH:19]=[CH:18][C:3]=1[CH2:4][CH:5]1[CH2:9][CH2:8][N:7]([C@@H:10]2[CH2:11][CH2:12][C@H:13]([O:16][C:61](=[O:62])[C:60]3[CH:59]=[CH:58][C:57]([N+:54]([O-:56])=[O:55])=[CH:65][CH:64]=3)[CH2:14][CH2:15]2)[C:6]1=[O:17]. The yield is 1.00.